From a dataset of Full USPTO retrosynthesis dataset with 1.9M reactions from patents (1976-2016). Predict the reactants needed to synthesize the given product. (1) Given the product [F:24][C:21]1[CH:22]=[CH:23][C:18]([N:9]2[C:10]3=[CH:11][N:26]=[N:27][C:4]([OH:3])=[C:6]3[CH:7]=[N:8]2)=[CH:19][CH:20]=1, predict the reactants needed to synthesize it. The reactants are: C([O:3][C:4]([C:6]1[CH:7]=[N:8][N:9]([C:18]2[CH:23]=[CH:22][C:21]([F:24])=[CH:20][CH:19]=2)[C:10]=1[CH:11](OCC)OCC)=O)C.O.[NH2:26][NH2:27].Cl. (2) Given the product [CH3:17][C:7]1[CH:12]=[CH:11][C:10]([S:13]([O:24][CH:21]2[CH2:22][CH2:23][O:18][CH2:19][CH2:20]2)(=[O:15])=[O:14])=[CH:9][CH:8]=1, predict the reactants needed to synthesize it. The reactants are: N1C=CC=CC=1.[C:7]1([CH3:17])[CH:12]=[CH:11][C:10]([S:13](Cl)(=[O:15])=[O:14])=[CH:9][CH:8]=1.[O:18]1[CH2:23][CH2:22][CH:21]([OH:24])[CH2:20][CH2:19]1.